From a dataset of Reaction yield outcomes from USPTO patents with 853,638 reactions. Predict the reaction yield, written as a fraction of the theoretical maximum amount of product (1.0 means a 100% yield; for example, 0.34 means a 34% yield). (1) The reactants are [C:1]([O:5][C:6]([NH:8][C:9]1[S:10][C:11]([S:14][CH2:15][CH2:16][C:17]([O:19]C)=[O:18])=[CH:12][N:13]=1)=[O:7])([CH3:4])([CH3:3])[CH3:2].[Li+].[OH-]. The catalyst is C1COCC1.O. The product is [C:1]([O:5][C:6]([NH:8][C:9]1[S:10][C:11]([S:14][CH2:15][CH2:16][C:17]([OH:19])=[O:18])=[CH:12][N:13]=1)=[O:7])([CH3:4])([CH3:2])[CH3:3]. The yield is 0.800. (2) The reactants are [CH3:1][O:2][C:3](=[O:16])[C:4]1[CH:9]=[C:8]([N+:10]([O-:12])=[O:11])[C:7]([NH2:13])=[C:6]([F:14])[C:5]=1F.[NH2:17][C:18]1[C:19]([CH3:24])=[CH:20][CH:21]=[CH:22][CH:23]=1. The catalyst is C(OCC)C. The product is [CH3:1][O:2][C:3](=[O:16])[C:4]1[CH:9]=[C:8]([N+:10]([O-:12])=[O:11])[C:7]([NH2:13])=[C:6]([F:14])[C:5]=1[NH:17][C:18]1[CH:23]=[CH:22][CH:21]=[CH:20][C:19]=1[CH3:24]. The yield is 0.680.